From a dataset of Forward reaction prediction with 1.9M reactions from USPTO patents (1976-2016). Predict the product of the given reaction. (1) Given the reactants Cl[C:2]1[N:7]=[N:6][C:5]([C:8]2[C:16]3[C:11](=[N:12][CH:13]=[CH:14][CH:15]=3)[N:10]([CH2:17][C:18]3[CH:23]=[CH:22][CH:21]=[CH:20][C:19]=3[F:24])[N:9]=2)=[N:4][C:3]=1[NH2:25].[CH3:26][C:27]1[C:32](B(O)O)=[CH:31][CH:30]=[CH:29][N:28]=1.C(=O)([O-])[O-].[K+].[K+].C1(P(C2CCCCC2)C2CCCCC2)CCCCC1, predict the reaction product. The product is: [F:24][C:19]1[CH:20]=[CH:21][CH:22]=[CH:23][C:18]=1[CH2:17][N:10]1[C:11]2=[N:12][CH:13]=[CH:14][CH:15]=[C:16]2[C:8]([C:5]2[N:6]=[N:7][C:2]([C:32]3[C:27]([CH3:26])=[N:28][CH:29]=[CH:30][CH:31]=3)=[C:3]([NH2:25])[N:4]=2)=[N:9]1. (2) Given the reactants [C:1]([C:5]1[CH:9]=[C:8]([CH2:10][NH:11][C:12]([NH:14][C:15]2[CH:16]=[N:17][C:18]([CH:21]3[CH2:25][O:24]C(C)(C)[O:22]3)=[CH:19][CH:20]=2)=[O:13])[N:7]([C:28]2[CH:33]=[CH:32][CH:31]=[C:30]([Cl:34])[CH:29]=2)[N:6]=1)([CH3:4])([CH3:3])[CH3:2], predict the reaction product. The product is: [C:1]([C:5]1[CH:9]=[C:8]([CH2:10][NH:11][C:12]([NH:14][C:15]2[CH:16]=[N:17][C:18]([CH:21]([OH:22])[CH2:25][OH:24])=[CH:19][CH:20]=2)=[O:13])[N:7]([C:28]2[CH:33]=[CH:32][CH:31]=[C:30]([Cl:34])[CH:29]=2)[N:6]=1)([CH3:4])([CH3:2])[CH3:3]. (3) Given the reactants Cl[C:2]1[C:11]2[C:6](=[CH:7][C:8]([O:14][CH3:15])=[C:9]([O:12][CH3:13])[CH:10]=2)[N:5]=[CH:4][CH:3]=1.[CH3:16][O:17][C:18]([CH:20]1[CH2:24][C:23](=[O:25])[N:22]([C:26]2[CH:31]=[CH:30][C:29]([OH:32])=[CH:28][CH:27]=2)[CH2:21]1)=[O:19], predict the reaction product. The product is: [CH3:13][O:12][C:9]1[CH:10]=[C:11]2[C:6](=[CH:7][C:8]=1[O:14][CH3:15])[N:5]=[CH:4][CH:3]=[C:2]2[O:32][C:29]1[CH:28]=[CH:27][C:26]([N:22]2[C:23](=[O:25])[CH2:24][CH:20]([C:18]([O:17][CH3:16])=[O:19])[CH2:21]2)=[CH:31][CH:30]=1. (4) Given the reactants C[O:2][C:3](=O)[CH2:4][C:5]1[CH:10]=[CH:9][CH:8]=[C:7]([Cl:11])[C:6]=1[Br:12].[Li+].[BH4-].C([O-])(O)=O.[Na+].O, predict the reaction product. The product is: [Br:12][C:6]1[C:7]([Cl:11])=[CH:8][CH:9]=[CH:10][C:5]=1[CH2:4][CH2:3][OH:2]. (5) Given the reactants [Br:1][C:2]1[CH:7]=[C:6]([CH3:8])[CH:5]=[CH:4][N:3]=1.[N:9]1[CH:14]=[CH:13][CH:12]=[CH:11][C:10]=1[C:15](OCC)=[O:16].C[Si]([N-][Si](C)(C)C)(C)C.[Na+], predict the reaction product. The product is: [N:9]1[CH:14]=[CH:13][CH:12]=[CH:11][C:10]=1[C:15](=[O:16])[CH2:8][C:6]1[CH:5]=[CH:4][N:3]=[C:2]([Br:1])[CH:7]=1. (6) Given the reactants N[C:2]1[CH:9]=[CH:8][CH:7]=[C:6]([F:10])[C:3]=1[C:4]#[N:5].N([O-])=O.[Na+].[BrH:15], predict the reaction product. The product is: [Br:15][C:2]1[CH:9]=[CH:8][CH:7]=[C:6]([F:10])[C:3]=1[C:4]#[N:5]. (7) Given the reactants [F:1][C:2]1[CH:7]=[CH:6][C:5]([N:8]2[C:16]3[CH:15]=[C:14]4[CH2:17][CH2:18][C@H:19]5[C:24]([C@@:13]4([CH3:30])[CH2:12][C:11]=3[CH:10]=[N:9]2)=[CH:23][CH2:22][C@@H:21]([C:25]([F:28])([F:27])[F:26])[C@@H:20]5[NH2:29])=[CH:4][CH:3]=1.[F:31][C:32]1[CH:33]=[C:34]([N:38]=[C:39]=[O:40])[CH:35]=[CH:36][CH:37]=1, predict the reaction product. The product is: [F:1][C:2]1[CH:3]=[CH:4][C:5]([N:8]2[C:16]3[CH:15]=[C:14]4[CH2:17][CH2:18][C@H:19]5[C:24]([C@@:13]4([CH3:30])[CH2:12][C:11]=3[CH:10]=[N:9]2)=[CH:23][CH2:22][C@@H:21]([C:25]([F:27])([F:26])[F:28])[C@@H:20]5[NH:29][C:39]([NH:38][C:34]2[CH:35]=[CH:36][CH:37]=[C:32]([F:31])[CH:33]=2)=[O:40])=[CH:6][CH:7]=1. (8) Given the reactants [Na+].[I-:2].C1C(=O)N(Cl)C(=O)C1.[CH2:11]([O:13][C:14]([C:16]1[NH:17][C:18]2[C:23]([CH:24]=1)=[CH:22][CH:21]=[C:20]([C:25]1[CH:30]=[CH:29][C:28]([C:31]([CH3:34])([CH3:33])[CH3:32])=[CH:27][CH:26]=1)[CH:19]=2)=[O:15])[CH3:12].[O-]S([O-])(=S)=O.[Na+].[Na+], predict the reaction product. The product is: [CH2:11]([O:13][C:14]([C:16]1[NH:17][C:18]2[C:23]([C:24]=1[I:2])=[CH:22][CH:21]=[C:20]([C:25]1[CH:26]=[CH:27][C:28]([C:31]([CH3:33])([CH3:32])[CH3:34])=[CH:29][CH:30]=1)[CH:19]=2)=[O:15])[CH3:12]. (9) Given the reactants [CH2:1]([O:3][C:4](=[O:20])[C:5]1[CH:10]=[C:9](Br)[CH:8]=[N:7][C:6]=1[O:12][CH:13]([CH2:17][O:18][CH3:19])[CH2:14][O:15][CH3:16])[CH3:2].[B:21]1([B:21]2[O:25][C:24]([CH3:27])([CH3:26])[C:23]([CH3:29])([CH3:28])[O:22]2)[O:25][C:24]([CH3:27])([CH3:26])[C:23]([CH3:29])([CH3:28])[O:22]1.C([O-])(=O)C.[K+], predict the reaction product. The product is: [CH2:1]([O:3][C:4](=[O:20])[C:5]1[CH:10]=[C:9]([B:21]2[O:25][C:24]([CH3:27])([CH3:26])[C:23]([CH3:29])([CH3:28])[O:22]2)[CH:8]=[N:7][C:6]=1[O:12][CH:13]([CH2:17][O:18][CH3:19])[CH2:14][O:15][CH3:16])[CH3:2].